This data is from Reaction yield outcomes from USPTO patents with 853,638 reactions. The task is: Predict the reaction yield, written as a fraction of the theoretical maximum amount of product (1.0 means a 100% yield; for example, 0.34 means a 34% yield). (1) The reactants are [Br:1][C:2]1[CH:7]=[CH:6][C:5]([CH2:8][CH2:9][CH2:10][C:11]([OH:13])=O)=[C:4]([F:14])[CH:3]=1.S(Cl)(Cl)=O.[Cl-].[Al+3].[Cl-].[Cl-]. The catalyst is C(Cl)Cl. The product is [Br:1][C:2]1[CH:7]=[C:6]2[C:5]([CH2:8][CH2:9][CH2:10][C:11]2=[O:13])=[C:4]([F:14])[CH:3]=1. The yield is 0.560. (2) The reactants are C(O)(C(F)(F)F)=O.[I:8][C:9]1[NH:13][C:12]([C@@H:14]2[CH2:19][C@@H:18]3[C@@H:16]([CH2:17]3)[N:15]2C(OC(C)(C)C)=O)=[N:11][CH:10]=1. The catalyst is C(Cl)Cl. The product is [I:8][C:9]1[NH:13][C:12]([C@@H:14]2[CH2:19][C@@H:18]3[C@@H:16]([CH2:17]3)[NH:15]2)=[N:11][CH:10]=1. The yield is 0.860. (3) The reactants are [C:1]1([C:7]([C:9]2[CH:14]=[C:13]([O:15][CH2:16][C:17]3[CH:22]=[CH:21][CH:20]=[CH:19][CH:18]=3)[CH:12]=[CH:11][C:10]=2[NH2:23])=O)[CH:6]=[CH:5][CH:4]=[CH:3][CH:2]=1.[N:24]([O-])=O.[Na+].CO.[Sn](Cl)Cl. The catalyst is Cl.O.C1COCC1. The product is [C:1]1([C:7]2[C:9]3[C:10](=[CH:11][CH:12]=[C:13]([O:15][CH2:16][C:17]4[CH:22]=[CH:21][CH:20]=[CH:19][CH:18]=4)[CH:14]=3)[NH:23][N:24]=2)[CH:6]=[CH:5][CH:4]=[CH:3][CH:2]=1. The yield is 0.480. (4) The reactants are C[O:2][C:3]1[C:4]([CH3:31])=[C:5]([C:22]([O:29]C)=[C:23]([O:27][CH3:28])[C:24]=1[O:25][CH3:26])[CH2:6][C:7]1[CH:15]=[CH:14][C:10]([C:11]([OH:13])=[O:12])=[C:9]([C:16]2[CH:17]=[N:18][CH:19]=[CH:20][CH:21]=2)[CH:8]=1.O=[N+]([O-])[O-].[O-][N+](=O)[O-].[O-][N+](=O)[O-].[O-][N+](=O)[O-].[O-][N+](=O)[O-].[O-][N+](=O)[O-].[Ce+4].[NH4+].[NH4+].C(=O)([O-])O.[Na+]. The catalyst is C(#N)C.O. The product is [CH3:26][O:25][C:24]1[C:3](=[O:2])[C:4]([CH3:31])=[C:5]([CH2:6][C:7]2[CH:15]=[CH:14][C:10]([C:11]([OH:13])=[O:12])=[C:9]([C:16]3[CH:17]=[N:18][CH:19]=[CH:20][CH:21]=3)[CH:8]=2)[C:22](=[O:29])[C:23]=1[O:27][CH3:28]. The yield is 0.360. (5) The reactants are C[C@@:2]1(C([O-])=O)[NH:7][CH2:6][CH2:5][N:4]([C:8]([O:10][C:11]([CH3:14])([CH3:13])[CH3:12])=[O:9])[CH2:3]1.C=O.[C:30]([O:29][BH-]([O:29][C:30](=[O:32])[CH3:31])[O:29][C:30](=[O:32])[CH3:31])(=[O:32])[CH3:31].[Na+].[CH3:34]C(O)=O. The catalyst is CC#N.CO. The product is [CH3:6][N:7]1[CH2:2][CH2:3][N:4]([C:8]([O:10][C:11]([CH3:14])([CH3:13])[CH3:12])=[O:9])[CH2:5][C@@H:31]1[C:30]([O:29][CH3:34])=[O:32]. The yield is 0.850.